Dataset: Full USPTO retrosynthesis dataset with 1.9M reactions from patents (1976-2016). Task: Predict the reactants needed to synthesize the given product. Given the product [Br:1][C:2]1[CH:10]=[CH:9][C:5]([C:6]([N:12]([CH3:13])[CH3:11])=[O:7])=[CH:4][N:3]=1, predict the reactants needed to synthesize it. The reactants are: [Br:1][C:2]1[CH:10]=[CH:9][C:5]([C:6](O)=[O:7])=[CH:4][N:3]=1.[CH3:11][NH:12][CH3:13].